Task: Predict the reactants needed to synthesize the given product.. Dataset: Full USPTO retrosynthesis dataset with 1.9M reactions from patents (1976-2016) (1) Given the product [NH2:28][C:16]1[C:15]2[NH:29][C:4](=[O:3])[N:5]([CH2:6][C:7]3[CH:8]=[N:9][C:10]([CH3:13])=[CH:11][CH:12]=3)[C:14]=2[CH:19]=[C:18]([O:20][CH2:21][CH:22]2[CH2:23][CH2:24][O:25][CH2:26][CH2:27]2)[N:17]=1, predict the reactants needed to synthesize it. The reactants are: C([O:3][C:4](=O)[N:5]([C:14]1[CH:19]=[C:18]([O:20][CH2:21][CH:22]2[CH2:27][CH2:26][O:25][CH2:24][CH2:23]2)[N:17]=[C:16]([NH2:28])[C:15]=1[NH2:29])[CH2:6][C:7]1[CH:8]=[N:9][C:10]([CH3:13])=[CH:11][CH:12]=1)C.C(OCC)C. (2) The reactants are: [CH2:1]([N:8]=[C:9]1[CH2:14][CH2:13][CH:12]([C:15]2[CH:20]=[CH:19][C:18]([O:21][Si:22]([C:25]([CH3:28])([CH3:27])[CH3:26])([CH3:24])[CH3:23])=[CH:17][C:16]=2[O:29][Si:30]([C:33]([CH3:36])([CH3:35])[CH3:34])([CH3:32])[CH3:31])[CH2:11][CH2:10]1)[C:2]1[CH:7]=[CH:6][CH:5]=[CH:4][CH:3]=1.O1CCCC1.CO.[BH4-].[Na+]. Given the product [CH2:1]([NH:8][C@H:9]1[CH2:10][CH2:11][C@H:12]([C:15]2[CH:20]=[CH:19][C:18]([O:21][Si:22]([C:25]([CH3:27])([CH3:28])[CH3:26])([CH3:23])[CH3:24])=[CH:17][C:16]=2[O:29][Si:30]([C:33]([CH3:36])([CH3:35])[CH3:34])([CH3:31])[CH3:32])[CH2:13][CH2:14]1)[C:2]1[CH:7]=[CH:6][CH:5]=[CH:4][CH:3]=1, predict the reactants needed to synthesize it.